Dataset: Forward reaction prediction with 1.9M reactions from USPTO patents (1976-2016). Task: Predict the product of the given reaction. (1) Given the reactants [C:1]([CH2:3][C:4]1([N:15]2[CH2:20][CH2:19][CH:18]([N:21]([C@@H:28]3[CH2:30][C@H:29]3[C:31]3[CH:36]=[CH:35][CH:34]=[CH:33][CH:32]=3)[C:22](=[O:27])[C:23]([F:26])([F:25])[F:24])[CH2:17][CH2:16]2)[CH2:7][N:6](C(OC(C)(C)C)=O)[CH2:5]1)#[N:2].FC(F)(F)C(O)=O, predict the reaction product. The product is: [C:1]([CH2:3][C:4]1([N:15]2[CH2:16][CH2:17][CH:18]([N:21]([C@@H:28]3[CH2:30][C@H:29]3[C:31]3[CH:36]=[CH:35][CH:34]=[CH:33][CH:32]=3)[C:22](=[O:27])[C:23]([F:26])([F:24])[F:25])[CH2:19][CH2:20]2)[CH2:5][NH:6][CH2:7]1)#[N:2]. (2) Given the reactants [NH2:1][C:2]1[CH:7]=[CH:6][C:5]([C:8]2[S:12][C:11]([CH2:13][CH2:14][C:15]([CH3:21])([CH3:20])[C:16]([O:18][CH3:19])=[O:17])=[N:10][CH:9]=2)=[CH:4][CH:3]=1.ClC(Cl)(O[C:26](=[O:32])OC(Cl)(Cl)Cl)Cl.C(N(CC)CC)C.[NH:41]1[CH2:46][CH2:45][CH2:44][CH2:43][CH2:42]1, predict the reaction product. The product is: [CH3:20][C:15]([CH3:21])([CH2:14][CH2:13][C:11]1[S:12][C:8]([C:5]2[CH:4]=[CH:3][C:2]([NH:1][C:26]([N:41]3[CH2:46][CH2:45][CH2:44][CH2:43][CH2:42]3)=[O:32])=[CH:7][CH:6]=2)=[CH:9][N:10]=1)[C:16]([O:18][CH3:19])=[O:17]. (3) Given the reactants N[C:2]1[N:21]=[CH:20][C:5]2[CH2:6][CH2:7][CH:8]3[CH2:15][CH2:14][CH:13]([C:16]([O:18][CH3:19])=[O:17])[CH2:12][N:9]3[C:10](=[O:11])[C:4]=2[CH:3]=1.N([O-])=O.[Na+].[NH4+].[OH-].O.N1C=CC=CC=1.[FH:35], predict the reaction product. The product is: [F:35][C:2]1[N:21]=[CH:20][C:5]2[CH2:6][CH2:7][CH:8]3[CH2:15][CH2:14][CH:13]([C:16]([O:18][CH3:19])=[O:17])[CH2:12][N:9]3[C:10](=[O:11])[C:4]=2[CH:3]=1. (4) Given the reactants [C:1]1(=[O:5])[CH2:4][CH2:3][CH2:2]1.[CH:15]([BH-]([CH:15]([CH2:17][CH3:18])[CH3:16])[CH:15]([CH2:17][CH3:18])[CH3:16])([CH2:17][CH3:18])[CH3:16].[Li+].CCC[CH2:23][CH3:24].[O:25]1[CH2:29]CC[CH2:26]1, predict the reaction product. The product is: [CH2:26]([O:25][CH2:29][C@@H:3]1[CH2:4][C@H:1]([OH:5])[CH2:2]1)[C:16]1[CH:15]=[CH:17][CH:18]=[CH:24][CH:23]=1. (5) Given the reactants [CH:1]([NH2:4])([CH3:3])[CH3:2].Br[C:6]1[N:10]([C@@H:11]2[CH2:16][CH2:15][C@H:14]([OH:17])[C@H:13]([OH:18])[CH2:12]2)[C:9]2[CH:19]=[C:20]([Cl:24])[C:21]([Cl:23])=[CH:22][C:8]=2[N:7]=1.C(=O)([O-])[O-].[Na+].[Na+], predict the reaction product. The product is: [CH:1]([NH:4][C:6]1[N:10]([C@@H:11]2[CH2:16][CH2:15][C@H:14]([OH:17])[C@H:13]([OH:18])[CH2:12]2)[C:9]2[CH:19]=[C:20]([Cl:24])[C:21]([Cl:23])=[CH:22][C:8]=2[N:7]=1)([CH3:3])[CH3:2]. (6) Given the reactants [C:1]([O:5][C:6]([N:8]1[CH2:12][CH2:11][CH:10]([CH2:13][C:14]([OH:16])=[O:15])[CH2:9]1)=[O:7])([CH3:4])([CH3:3])[CH3:2].CI.[C:19]([O-])([O-])=O.[K+].[K+], predict the reaction product. The product is: [CH3:19][O:15][C:14](=[O:16])[CH2:13][CH:10]1[CH2:11][CH2:12][N:8]([C:6]([O:5][C:1]([CH3:4])([CH3:2])[CH3:3])=[O:7])[CH2:9]1.